From a dataset of Catalyst prediction with 721,799 reactions and 888 catalyst types from USPTO. Predict which catalyst facilitates the given reaction. (1) Reactant: C(OC([N:8]1[CH2:13][CH2:12][N:11]([C:14]2[C:19]3[S:20][CH:21]=[C:22]([S:23]([C:26]4[CH:31]=[CH:30][CH:29]=[CH:28][CH:27]=4)(=[O:25])=[O:24])[C:18]=3[CH:17]=[CH:16][CH:15]=2)[CH2:10][CH2:9]1)=O)(C)(C)C.[ClH:32]. Product: [ClH:32].[C:26]1([S:23]([C:22]2[C:18]3[CH:17]=[CH:16][CH:15]=[C:14]([N:11]4[CH2:12][CH2:13][NH:8][CH2:9][CH2:10]4)[C:19]=3[S:20][CH:21]=2)(=[O:25])=[O:24])[CH:27]=[CH:28][CH:29]=[CH:30][CH:31]=1. The catalyst class is: 12. (2) Reactant: [NH2:1][C:2]1[CH:11]=[CH:10][C:9]2[C:4](=[CH:5][CH:6]=[CH:7][CH:8]=2)[CH:3]=1.C(=O)([O-])[O-].[K+].[K+].Br[CH2:19][C:20]([O:22][C:23]([CH3:26])([CH3:25])[CH3:24])=[O:21]. Product: [CH3:24][C:23]([CH3:26])([O:22][C:20]([CH2:19][NH:1][C:2]1[CH:11]=[CH:10][C:9]2[C:4](=[CH:5][CH:6]=[CH:7][CH:8]=2)[CH:3]=1)=[O:21])[CH3:25]. The catalyst class is: 35. (3) Reactant: [CH3:16][C:11]1([CH3:17])[C:12]([CH3:15])([CH3:14])[O:13][B:9]([B:9]2[O:13][C:12]([CH3:15])([CH3:14])[C:11]([CH3:17])([CH3:16])[O:10]2)[O:10]1.Br[C:20]1[CH:21]=[CH:22][C:23]([Cl:31])=[C:24]([CH:30]=1)[O:25][CH2:26][CH2:27][S:28][CH3:29].C([O-])(=O)C.[K+]. Product: [Cl:31][C:23]1[CH:22]=[CH:21][C:20]([B:9]2[O:10][C:11]([CH3:16])([CH3:17])[C:12]([CH3:14])([CH3:15])[O:13]2)=[CH:30][C:24]=1[O:25][CH2:26][CH2:27][S:28][CH3:29]. The catalyst class is: 12. (4) Reactant: [CH2:1]([N:3]1[CH:7]=[C:6](C=O)[C:5]([CH3:10])=[N:4]1)[CH3:2].ClC1C=CC=C(C(OO)=[O:19])C=1. Product: [CH2:1]([N:3]1[CH:7]=[C:6]([OH:19])[C:5]([CH3:10])=[N:4]1)[CH3:2]. The catalyst class is: 22.